From a dataset of Reaction yield outcomes from USPTO patents with 853,638 reactions. Predict the reaction yield, written as a fraction of the theoretical maximum amount of product (1.0 means a 100% yield; for example, 0.34 means a 34% yield). The reactants are CC1N=C(N2CCN(C3C=CC=CC=3)C2=O)SC=1C(OCC)=O.[CH3:24][C:25]1[N:26]=[C:27]([N:35]2[CH2:39][CH2:38][N:37]([CH2:40][C:41]3[CH:46]=[CH:45][CH:44]=[C:43]([C:47]([F:50])([F:49])[F:48])[CH:42]=3)[C:36]2=[O:51])[S:28][C:29]=1[C:30]([O:32]CC)=[O:31]. The product is [CH3:24][C:25]1[N:26]=[C:27]([N:35]2[CH2:39][CH2:38][N:37]([CH2:40][C:41]3[CH:46]=[CH:45][CH:44]=[C:43]([C:47]([F:50])([F:49])[F:48])[CH:42]=3)[C:36]2=[O:51])[S:28][C:29]=1[C:30]([OH:32])=[O:31]. No catalyst specified. The yield is 0.960.